From a dataset of Reaction yield outcomes from USPTO patents with 853,638 reactions. Predict the reaction yield, written as a fraction of the theoretical maximum amount of product (1.0 means a 100% yield; for example, 0.34 means a 34% yield). (1) The reactants are C(OC([N:8]1[CH2:13][CH:12]2[CH2:14][CH:9]1[CH2:10][N:11]2[C:15]1[C:23]2[C:18](=[CH:19][CH:20]=[CH:21][CH:22]=2)[N:17]([C:24]2[CH:29]=[CH:28][N:27]=[C:26]([NH:30][CH:31]([C:33]3[CH:38]=[CH:37][CH:36]=[CH:35][CH:34]=3)[CH3:32])[CH:25]=2)[N:16]=1)=O)(C)(C)C.Cl. The catalyst is O1CCOCC1.CO. The product is [NH3:8].[C@H:12]12[CH2:14][C@H:9]([NH:8][CH2:13]1)[CH2:10][N:11]2[C:15]1[C:23]2[C:18](=[CH:19][CH:20]=[CH:21][CH:22]=2)[N:17]([C:24]2[CH:29]=[CH:28][N:27]=[C:26]([NH:30][C@H:31]([C:33]3[CH:38]=[CH:37][CH:36]=[CH:35][CH:34]=3)[CH3:32])[CH:25]=2)[N:16]=1. The yield is 0.0500. (2) The product is [NH2:8][C:6]1[CH:7]=[C:2]([Cl:1])[C:3]([S:14][C:15]2[S:16][C:17]3[CH:23]=[CH:22][C:21]([C:24]([F:26])([F:25])[F:27])=[CH:20][C:18]=3[N:19]=2)=[C:4]([C:11](=[O:13])[CH3:12])[CH:5]=1. No catalyst specified. The reactants are [Cl:1][C:2]1[C:3]([S:14][C:15]2[S:16][C:17]3[CH:23]=[CH:22][C:21]([C:24]([F:27])([F:26])[F:25])=[CH:20][C:18]=3[N:19]=2)=[C:4]([C:11](=[O:13])[CH3:12])[CH:5]=[C:6]([N+:8]([O-])=O)[CH:7]=1.O.O.[Sn](Cl)(Cl)(Cl)Cl. The yield is 1.00. (3) The reactants are Cl.[NH2:2][CH2:3][CH2:4][O:5][C:6]([C:8]1[CH:9]([C:29]2[CH:34]=[CH:33][CH:32]=[CH:31][C:30]=2[F:35])[C:10]2[C:17]([NH2:18])=[C:16]([C:19](=[O:28])[C:20]3[CH:25]=[CH:24][C:23]([Cl:26])=[C:22]([Cl:27])[CH:21]=3)[S:15][C:11]=2[NH:12][C:13]=1[CH3:14])=[O:7].[C:36](OC(=O)C)(=[O:38])[CH3:37].C(N(CC)CC)C. The catalyst is CN(C=O)C. The product is [C:36]([NH:2][CH2:3][CH2:4][O:5][C:6]([C:8]1[CH:9]([C:29]2[CH:34]=[CH:33][CH:32]=[CH:31][C:30]=2[F:35])[C:10]2[C:17]([NH2:18])=[C:16]([C:19](=[O:28])[C:20]3[CH:25]=[CH:24][C:23]([Cl:26])=[C:22]([Cl:27])[CH:21]=3)[S:15][C:11]=2[NH:12][C:13]=1[CH3:14])=[O:7])(=[O:38])[CH3:37]. The yield is 0.985. (4) The reactants are [CH3:1][C:2]1[C:6]2[C:7](=[O:19])[N:8]([CH2:11][CH2:12][N:13]3[CH2:18][CH2:17][O:16][CH2:15][CH2:14]3)[CH2:9][CH2:10][C:5]=2[NH:4][C:3]=1[CH:20]=O.[F:22][C:23]1[CH:24]=[C:25]2[C:29](=[CH:30][C:31]=1[NH:32][C:33](=[O:35])[CH3:34])[NH:28][C:27](=[O:36])[CH2:26]2. No catalyst specified. The product is [F:22][C:23]1[CH:24]=[C:25]2[C:29](=[CH:30][C:31]=1[NH:32][C:33](=[O:35])[CH3:34])[NH:28][C:27](=[O:36])[C:26]2=[CH:20][C:3]1[NH:4][C:5]2[CH2:10][CH2:9][N:8]([CH2:11][CH2:12][N:13]3[CH2:14][CH2:15][O:16][CH2:17][CH2:18]3)[C:7](=[O:19])[C:6]=2[C:2]=1[CH3:1]. The yield is 0.393.